From a dataset of Full USPTO retrosynthesis dataset with 1.9M reactions from patents (1976-2016). Predict the reactants needed to synthesize the given product. (1) Given the product [Cl:1][C:2]1[CH:3]=[CH:4][C:5]([N:8]2[C:16]([C:17]3[CH:22]=[CH:21][C:20]([Cl:23])=[CH:19][C:18]=3[Cl:24])=[N:15][C:14]3[C:9]2=[N:10][CH:11]=[N:12][C:13]=3[CH2:25][NH:28][CH:27]2[CH2:6][CH2:7][CH2:2][CH2:3][CH2:4]2)=[CH:6][CH:7]=1, predict the reactants needed to synthesize it. The reactants are: [Cl:1][C:2]1[CH:7]=[CH:6][C:5]([N:8]2[C:16]([C:17]3[CH:22]=[CH:21][C:20]([Cl:23])=[CH:19][C:18]=3[Cl:24])=[N:15][C:14]3[C:9]2=[N:10][CH:11]=[N:12][C:13]=3[CH2:25]N)=[CH:4][CH:3]=1.[C:27]([BH3-])#[N:28].[Na+]. (2) Given the product [Br:1][C:2]1[CH:8]=[CH:7][CH:6]=[C:5]([F:9])[C:3]=1[NH:4][S:11]([CH3:10])(=[O:13])=[O:12], predict the reactants needed to synthesize it. The reactants are: [Br:1][C:2]1[CH:8]=[CH:7][CH:6]=[C:5]([F:9])[C:3]=1[NH2:4].[CH3:10][S:11](O[S:11]([CH3:10])(=[O:13])=[O:12])(=[O:13])=[O:12].Cl.[OH-].[Na+]. (3) Given the product [F:2][CH2:3][C:4]([CH3:7])([N:6]=[CH:20][CH2:21][CH2:22][CH2:23][CH2:24][CH3:25])[CH3:5], predict the reactants needed to synthesize it. The reactants are: Cl.[F:2][CH2:3][C:4]([CH3:7])([NH2:6])[CH3:5].S([O-])([O-])(=O)=O.[Mg+2].C(=O)([O-])[O-].[K+].[K+].[CH:20](=O)[CH2:21][CH2:22][CH2:23][CH2:24][CH3:25]. (4) Given the product [NH2:1][C:2]1[C:11]2[CH:10]=[CH:9][C:8]([F:12])=[C:7]([C:26]3[CH:27]=[CH:28][C:23]([F:22])=[CH:24][C:25]=3[O:32][CH3:33])[C:6]=2[N:5]=[C:4]2[CH2:14][N:15]([CH:18]3[CH2:21][CH2:20][CH2:19]3)[C:16](=[O:17])[C:3]=12, predict the reactants needed to synthesize it. The reactants are: [NH2:1][C:2]1[C:11]2[CH:10]=[CH:9][C:8]([F:12])=[C:7](Br)[C:6]=2[N:5]=[C:4]2[CH2:14][N:15]([CH:18]3[CH2:21][CH2:20][CH2:19]3)[C:16](=[O:17])[C:3]=12.[F:22][C:23]1[CH:28]=[CH:27][C:26](B(O)O)=[C:25]([O:32][CH3:33])[CH:24]=1. (5) Given the product [CH2:1]([O:3][C:4](=[O:19])[CH2:5][CH2:6][C:7]1[C:15]2[O:14][CH2:13][C:12]([CH3:17])([CH3:16])[C:11]=2[CH:10]=[CH:9][CH:8]=1)[CH3:2], predict the reactants needed to synthesize it. The reactants are: [CH2:1]([O:3][C:4](=[O:19])/[CH:5]=[CH:6]/[C:7]1[C:15]2[O:14][CH2:13][C:12]([CH3:17])([CH3:16])[C:11]=2[CH:10]=[C:9](Br)[CH:8]=1)[CH3:2]. (6) Given the product [C:1]1([C:11]([OH:13])=[O:12])[C:10]2[CH:9]=[CH:8][CH2:7][CH2:6][C:5]=2[CH:4]=[CH:3][CH:2]=1, predict the reactants needed to synthesize it. The reactants are: [C:1]1([C:11]([O:13]C)=[O:12])[C:10]2[CH:9]=[CH:8][CH2:7][CH2:6][C:5]=2[CH:4]=[CH:3][CH:2]=1.[OH-].[Na+].Cl. (7) Given the product [CH3:27][S:28]([C:31]1[CH:36]=[C:35]([C:2]2[CH:3]=[CH:4][C:5]([N:8]3[C:12]([C:13]4[CH:18]=[CH:17][CH:16]=[CH:15][C:14]=4[C:19]([F:22])([F:20])[F:21])=[CH:11][C:10]([C:23]([F:25])([F:24])[F:26])=[N:9]3)=[CH:6][CH:7]=2)[CH:34]=[CH:33][CH:32]=1)(=[O:30])=[O:29], predict the reactants needed to synthesize it. The reactants are: Br[C:2]1[CH:7]=[CH:6][C:5]([N:8]2[C:12]([C:13]3[CH:18]=[CH:17][CH:16]=[CH:15][C:14]=3[C:19]([F:22])([F:21])[F:20])=[CH:11][C:10]([C:23]([F:26])([F:25])[F:24])=[N:9]2)=[CH:4][CH:3]=1.[CH3:27][S:28]([C:31]1[CH:32]=[C:33](B(O)O)[CH:34]=[CH:35][CH:36]=1)(=[O:30])=[O:29].C([O-])([O-])=O.[K+].[K+].O.